This data is from Full USPTO retrosynthesis dataset with 1.9M reactions from patents (1976-2016). The task is: Predict the reactants needed to synthesize the given product. (1) Given the product [CH3:1][C@H:2]1[CH2:7][C:6](=[O:8])[CH2:5][CH2:4][N:3]1[C:9]([O:11][CH2:12][C:13]1[CH:18]=[CH:17][CH:16]=[CH:15][CH:14]=1)=[O:10], predict the reactants needed to synthesize it. The reactants are: [CH3:1][CH:2]1[CH2:7][C:6](=[O:8])[CH2:5][CH2:4][N:3]1[C:9]([O:11][CH2:12][C:13]1[CH:18]=[CH:17][CH:16]=[CH:15][CH:14]=1)=[O:10]. (2) Given the product [Br:17][C:14]1[CH:15]=[CH:16][C:11]([N:8]2[C:9]([CH3:10])=[C:5]([C:3]([OH:4])=[O:2])[N:6]=[N:7]2)=[CH:12][CH:13]=1, predict the reactants needed to synthesize it. The reactants are: C[O:2][C:3]([C:5]1[N:6]=[N:7][N:8]([C:11]2[CH:16]=[CH:15][C:14]([Br:17])=[CH:13][CH:12]=2)[C:9]=1[CH3:10])=[O:4].[Li+].[OH-].